Dataset: Forward reaction prediction with 1.9M reactions from USPTO patents (1976-2016). Task: Predict the product of the given reaction. Given the reactants [CH3:1][S:2][C:3]1[N:8]=[C:7]([C:9]#[C:10][C:11]2[CH:12]=[C:13]([CH:21]=[CH:22][CH:23]=2)[C:14]([O:16][C:17]([CH3:20])([CH3:19])[CH3:18])=[O:15])[C:6]([C:24]([F:27])([F:26])[F:25])=[CH:5][N:4]=1, predict the reaction product. The product is: [CH3:1][S:2][C:3]1[N:8]=[C:7]([CH2:9][CH2:10][C:11]2[CH:12]=[C:13]([CH:21]=[CH:22][CH:23]=2)[C:14]([O:16][C:17]([CH3:20])([CH3:19])[CH3:18])=[O:15])[C:6]([C:24]([F:25])([F:26])[F:27])=[CH:5][N:4]=1.